Dataset: Forward reaction prediction with 1.9M reactions from USPTO patents (1976-2016). Task: Predict the product of the given reaction. Given the reactants Cl[C:2]1[CH:3]=[C:4]([C:9]2[N:13]3[CH:14]=[CH:15][C:16]([C:19]([OH:22])([CH3:21])[CH3:20])=[C:17]([F:18])[C:12]3=[N:11][CH:10]=2)[CH:5]=[CH:6][C:7]=1[F:8].[F:23][C:24]1[CH:29]=[CH:28][C:27](B(O)O)=[C:26]([CH3:33])[CH:25]=1, predict the reaction product. The product is: [F:8][C:7]1[CH:6]=[CH:5][C:4]([C:9]2[N:13]3[CH:14]=[CH:15][C:16]([C:19]([OH:22])([CH3:21])[CH3:20])=[C:17]([F:18])[C:12]3=[N:11][CH:10]=2)=[CH:3][C:2]=1[C:27]1[CH:28]=[CH:29][C:24]([F:23])=[CH:25][C:26]=1[CH3:33].